From a dataset of TCR-epitope binding with 47,182 pairs between 192 epitopes and 23,139 TCRs. Binary Classification. Given a T-cell receptor sequence (or CDR3 region) and an epitope sequence, predict whether binding occurs between them. (1) The epitope is FLYNLLTRV. The TCR CDR3 sequence is CASSQGDSGTDTQYF. Result: 1 (the TCR binds to the epitope). (2) The epitope is GLCTLVAML. The TCR CDR3 sequence is CASSPHEDSDTGELFF. Result: 1 (the TCR binds to the epitope). (3) The epitope is ATVVIGTSK. The TCR CDR3 sequence is CASSLTTGIQYF. Result: 0 (the TCR does not bind to the epitope). (4) The epitope is RTLNAWVKV. The TCR CDR3 sequence is CSVDRRADEQFF. Result: 0 (the TCR does not bind to the epitope). (5) The epitope is NEGVKAAW. The TCR CDR3 sequence is CASSPWGDGTDTQYF. Result: 0 (the TCR does not bind to the epitope). (6) The epitope is LEPLVDLPI. The TCR CDR3 sequence is CSVSDGIYNEKLFF. Result: 1 (the TCR binds to the epitope). (7) The epitope is GLIYNRMGAVTTEV. The TCR CDR3 sequence is CASSLDQLAGGLGNEQFF. Result: 1 (the TCR binds to the epitope).